Dataset: hERG potassium channel inhibition data for cardiac toxicity prediction from Karim et al.. Task: Regression/Classification. Given a drug SMILES string, predict its toxicity properties. Task type varies by dataset: regression for continuous values (e.g., LD50, hERG inhibition percentage) or binary classification for toxic/non-toxic outcomes (e.g., AMES mutagenicity, cardiotoxicity, hepatotoxicity). Dataset: herg_karim. The drug is Cc1ccccc1C(=O)Nc1ccc(-c2nnc(NCCCN3CCCCC3)o2)cc1. The result is 1 (blocker).